This data is from Catalyst prediction with 721,799 reactions and 888 catalyst types from USPTO. The task is: Predict which catalyst facilitates the given reaction. (1) Reactant: [CH3:1][C:2]1[CH:3]=[C:4]([NH:11][CH2:12][CH2:13][CH2:14][CH2:15][CH2:16][C:17]([O:19][CH3:20])=[O:18])[CH:5]=[CH:6][C:7]=1[N+:8]([O-])=O.[ClH:21]. Product: [ClH:21].[ClH:21].[NH2:8][C:7]1[CH:6]=[CH:5][C:4]([NH:11][CH2:12][CH2:13][CH2:14][CH2:15][CH2:16][C:17]([O:19][CH3:20])=[O:18])=[CH:3][C:2]=1[CH3:1]. The catalyst class is: 5. (2) Reactant: [CH:1]([C@@H:4]1[NH:10][CH2:9][C:8]2[CH:11]=[CH:12][C:13]([C:15]([O:17][CH3:18])=[O:16])=[CH:14][C:7]=2[O:6][CH2:5]1)([CH3:3])[CH3:2].[H-].[Na+].Br[CH2:22][C:23]1[CH:28]=[CH:27][C:26]([O:29][CH3:30])=[CH:25][CH:24]=1. Product: [CH:1]([C@@H:4]1[N:10]([CH2:22][C:23]2[CH:28]=[CH:27][C:26]([O:29][CH3:30])=[CH:25][CH:24]=2)[CH2:9][C:8]2[CH:11]=[CH:12][C:13]([C:15]([O:17][CH3:18])=[O:16])=[CH:14][C:7]=2[O:6][CH2:5]1)([CH3:3])[CH3:2]. The catalyst class is: 1.